From a dataset of Forward reaction prediction with 1.9M reactions from USPTO patents (1976-2016). Predict the product of the given reaction. (1) The product is: [NH2:7][CH2:8][CH2:9][NH:10][C:11](=[S:12])[C:13]1[CH:18]=[CH:17][C:16]([CH:19]([S:28]([C:31]2[CH:32]=[CH:33][C:34]([Cl:37])=[CH:35][CH:36]=2)(=[O:30])=[O:29])[C:20]2[CH:25]=[C:24]([F:26])[CH:23]=[CH:22][C:21]=2[F:27])=[N:15][CH:14]=1. Given the reactants C(OC(=O)[NH:7][CH2:8][CH2:9][NH:10][C:11]([C:13]1[CH:14]=[N:15][C:16]([CH:19]([S:28]([C:31]2[CH:36]=[CH:35][C:34]([Cl:37])=[CH:33][CH:32]=2)(=[O:30])=[O:29])[C:20]2[CH:25]=[C:24]([F:26])[CH:23]=[CH:22][C:21]=2[F:27])=[CH:17][CH:18]=1)=[S:12])(C)(C)C.Cl, predict the reaction product. (2) Given the reactants [O:1]=[C:2]1[N:7]([C:8]2[CH:13]=[CH:12][CH:11]=[CH:10][CH:9]=2)[N:6]=[C:5]([C:14](OC)=[O:15])[C:4]([S:18][C:19]2[CH:24]=[CH:23][CH:22]=[CH:21][CH:20]=2)=[CH:3]1.O.[NH2:26][NH2:27], predict the reaction product. The product is: [O:1]=[C:2]1[N:7]([C:8]2[CH:13]=[CH:12][CH:11]=[CH:10][CH:9]=2)[N:6]=[C:5]([C:14]([NH:26][NH2:27])=[O:15])[C:4]([S:18][C:19]2[CH:24]=[CH:23][CH:22]=[CH:21][CH:20]=2)=[CH:3]1. (3) Given the reactants [CH3:1][N:2]1[C:6]([C:7]([OH:9])=O)=[CH:5][C:4]([CH3:10])=[N:3]1.S(Cl)(Cl)=O.[NH2:15][C:16]1[CH:17]=[C:18]([CH:31]=[CH:32][CH:33]=1)[C:19]([C:21]1[CH:29]=[C:28]2[C:24]([CH2:25][C:26](=[O:30])[NH:27]2)=[CH:23][CH:22]=1)=[O:20], predict the reaction product. The product is: [O:30]=[C:26]1[CH2:25][C:24]2[C:28](=[CH:29][C:21]([C:19]([C:18]3[CH:17]=[C:16]([NH:15][C:7]([C:6]4[N:2]([CH3:1])[N:3]=[C:4]([CH3:10])[CH:5]=4)=[O:9])[CH:33]=[CH:32][CH:31]=3)=[O:20])=[CH:22][CH:23]=2)[NH:27]1. (4) Given the reactants [ClH:1].[C:2]([C:4]1([CH2:17][O:18][C:19]2[CH:24]=[C:23]([F:25])[C:22]([C:26]([O:28][CH3:29])=[O:27])=[CH:21][C:20]=2[CH:30]2[CH2:32][CH2:31]2)[CH2:9][CH2:8][N:7](C(OC(C)(C)C)=O)[CH2:6][CH2:5]1)#[N:3], predict the reaction product. The product is: [ClH:1].[C:2]([C:4]1([CH2:17][O:18][C:19]2[C:20]([CH:30]3[CH2:31][CH2:32]3)=[CH:21][C:22]([C:26]([O:28][CH3:29])=[O:27])=[C:23]([F:25])[CH:24]=2)[CH2:9][CH2:8][NH:7][CH2:6][CH2:5]1)#[N:3].